The task is: Predict the product of the given reaction.. This data is from Forward reaction prediction with 1.9M reactions from USPTO patents (1976-2016). (1) Given the reactants Cl.[CH:2]1([NH:8][C:9]2[N:17]=[C:16]([NH:18][C:19]3[CH:24]=[CH:23][C:22]([N:25]4[CH2:30][CH2:29][NH:28][CH2:27][CH2:26]4)=[CH:21][C:20]=3[O:31][CH3:32])[N:15]=[C:14]3[C:10]=2[N:11]=[CH:12][NH:13]3)[CH2:7][CH2:6][CH2:5][CH2:4][CH2:3]1.CCN(C(C)C)C(C)C.[CH3:42][N:43]1[CH2:48][CH2:47][C:46](=O)[CH2:45][CH2:44]1.[BH-](OC(C)=O)(OC(C)=O)OC(C)=O.[Na+], predict the reaction product. The product is: [CH:2]1([NH:8][C:9]2[N:17]=[C:16]([NH:18][C:19]3[CH:24]=[CH:23][C:22]([N:25]4[CH2:26][CH2:27][N:28]([CH:46]5[CH2:47][CH2:48][N:43]([CH3:42])[CH2:44][CH2:45]5)[CH2:29][CH2:30]4)=[CH:21][C:20]=3[O:31][CH3:32])[N:15]=[C:14]3[C:10]=2[N:11]=[CH:12][NH:13]3)[CH2:3][CH2:4][CH2:5][CH2:6][CH2:7]1. (2) Given the reactants [Br:1][C:2]1[CH:7]=[CH:6][C:5]([S:8][CH:9]2[CH2:14][CH2:13][N:12]([C:15]([O:17][C:18]([CH3:21])([CH3:20])[CH3:19])=[O:16])[CH2:11][CH:10]2[OH:22])=[CH:4][CH:3]=1.CC(OI1(OC(C)=O)(OC(C)=O)OC(=O)C2C=CC=CC1=2)=O, predict the reaction product. The product is: [Br:1][C:2]1[CH:7]=[CH:6][C:5]([S:8][CH:9]2[CH2:14][CH2:13][N:12]([C:15]([O:17][C:18]([CH3:20])([CH3:19])[CH3:21])=[O:16])[CH2:11][C:10]2=[O:22])=[CH:4][CH:3]=1. (3) Given the reactants C1(=O)C=CC(=[O:7])C=C1.Cl(O)(=O)(=O)=O.[CH2:14]([O:21][C:22]1[CH:27]=[CH:26][C:25]([C@H:28]2[N:31]([C:32]3[CH:37]=[CH:36][C:35]([F:38])=[CH:34][CH:33]=3)[C:30](=[O:39])[C@@H:29]2[CH2:40]/[CH:41]=[CH:42]\[C:43]2[CH:48]=[CH:47][C:46]([F:49])=[CH:45][CH:44]=2)=[CH:24][CH:23]=1)[C:15]1[CH:20]=[CH:19][CH:18]=[CH:17][CH:16]=1, predict the reaction product. The product is: [CH2:14]([O:21][C:22]1[CH:23]=[CH:24][C:25]([C@H:28]2[N:31]([C:32]3[CH:37]=[CH:36][C:35]([F:38])=[CH:34][CH:33]=3)[C:30](=[O:39])[C@@H:29]2[CH2:40][CH2:41][C:42]([C:43]2[CH:48]=[CH:47][C:46]([F:49])=[CH:45][CH:44]=2)=[O:7])=[CH:26][CH:27]=1)[C:15]1[CH:16]=[CH:17][CH:18]=[CH:19][CH:20]=1. (4) Given the reactants [CH3:1][C:2]1[C:6]([C:7]2[CH:16]=[C:15]3[C:10]([C:11]([NH:20][CH2:21][CH:22]4[CH2:27][CH2:26][O:25][CH2:24][CH2:23]4)=[C:12]([N+:17]([O-])=O)[CH:13]=[N:14]3)=[CH:9][C:8]=2[O:28][CH3:29])=[C:5]([CH3:30])[O:4][N:3]=1, predict the reaction product. The product is: [CH3:1][C:2]1[C:6]([C:7]2[CH:16]=[C:15]3[C:10]([C:11]([NH:20][CH2:21][CH:22]4[CH2:23][CH2:24][O:25][CH2:26][CH2:27]4)=[C:12]([NH2:17])[CH:13]=[N:14]3)=[CH:9][C:8]=2[O:28][CH3:29])=[C:5]([CH3:30])[O:4][N:3]=1. (5) Given the reactants [C:1]([O:5][C:6]([N:8]1[CH2:13][CH2:12][CH:11]([N:14]([CH2:26][CH3:27])[C:15]2[C:16]([CH3:25])=[C:17]([CH:21]=[C:22]([Cl:24])[CH:23]=2)[C:18](O)=[O:19])[CH2:10][CH2:9]1)=[O:7])([CH3:4])([CH3:3])[CH3:2].C1CN([P+](ON2N=NC3C=CC=CC2=3)(N2CCCC2)N2CCCC2)CC1.F[P-](F)(F)(F)(F)F.C(N(C(C)C)C(C)C)C.[NH2:70][CH2:71][C:72]1[C:73](=[O:80])[NH:74][C:75]([CH3:79])=[CH:76][C:77]=1[CH3:78], predict the reaction product. The product is: [Cl:24][C:22]1[CH:21]=[C:17]([C:18](=[O:19])[NH:70][CH2:71][C:72]2[C:73](=[O:80])[NH:74][C:75]([CH3:79])=[CH:76][C:77]=2[CH3:78])[C:16]([CH3:25])=[C:15]([N:14]([CH2:26][CH3:27])[CH:11]2[CH2:10][CH2:9][N:8]([C:6]([O:5][C:1]([CH3:3])([CH3:4])[CH3:2])=[O:7])[CH2:13][CH2:12]2)[CH:23]=1. (6) The product is: [CH3:24][O:25][C:26]1[CH:27]=[C:28]([CH2:34][C:35]([NH:11][CH2:10][CH2:9][NH:8][C:7]2[CH:6]=[C:5]([CH3:13])[N:4]=[C:3]([O:14][C:15]3[C:20]([CH3:21])=[CH:19][C:18]([CH3:22])=[CH:17][C:16]=3[CH3:23])[C:2]=2[CH3:1])=[O:37])[CH:29]=[CH:30][C:31]=1[O:32][CH3:33]. Given the reactants [CH3:1][C:2]1[C:3]([O:14][C:15]2[C:20]([CH3:21])=[CH:19][C:18]([CH3:22])=[CH:17][C:16]=2[CH3:23])=[N:4][C:5]([CH3:13])=[CH:6][C:7]=1[NH:8][CH2:9][CH2:10][NH:11]C.[CH3:24][O:25][C:26]1[CH:27]=[C:28]([CH2:34][C:35]([OH:37])=O)[CH:29]=[CH:30][C:31]=1[O:32][CH3:33].C(Cl)CCl.C1C=CC2N(O)N=NC=2C=1, predict the reaction product. (7) Given the reactants Cl.CN(C)CCCN=C=NCC.ON1C2C=CC=CC=2N=N1.[F:23][C:24]1[CH:42]=[C:41]([F:43])[CH:40]=[CH:39][C:25]=1[CH2:26][N:27]1[C:31]2=[CH:32][N:33]=[C:34]([C:36]([OH:38])=O)[CH:35]=[C:30]2[CH:29]=[CH:28]1.C(N(CC)CC)C.[CH2:51]([O:58][NH2:59])[C:52]1[CH:57]=[CH:56][CH:55]=[CH:54][CH:53]=1, predict the reaction product. The product is: [CH2:51]([O:58][NH:59][C:36]([C:34]1[CH:35]=[C:30]2[CH:29]=[CH:28][N:27]([CH2:26][C:25]3[CH:39]=[CH:40][C:41]([F:43])=[CH:42][C:24]=3[F:23])[C:31]2=[CH:32][N:33]=1)=[O:38])[C:52]1[CH:57]=[CH:56][CH:55]=[CH:54][CH:53]=1.